From a dataset of hERG Central: cardiac toxicity at 1µM, 10µM, and general inhibition. Predict hERG channel inhibition at various concentrations. (1) The compound is COc1ccc(CN2CCC(CNC(=O)NC3CCCCC3)CC2)cc1. Results: hERG_inhib (hERG inhibition (general)): blocker. (2) The drug is CCOc1cc(S(=O)(=O)NCCCn2ccnc2)ccc1Cl. Results: hERG_inhib (hERG inhibition (general)): blocker. (3) The drug is CC(C)C[C@@H](CSc1ccc(Br)cc1)N1CCN(C)CCC1=O. Results: hERG_inhib (hERG inhibition (general)): blocker. (4) The molecule is COc1ccc(C[C@@H]2CN3C(=NC[C@@H]3C)N2C[C@H](C)NC(=O)CCC2CCCCC2)cc1. Results: hERG_inhib (hERG inhibition (general)): blocker. (5) The molecule is CN1CCCN(Cc2nc(-c3ccc(Cl)cc3)no2)CC1. Results: hERG_inhib (hERG inhibition (general)): blocker. (6) The molecule is O=C(NCc1ccco1)C1CCN(c2nc3ccccc3n2Cc2ccccc2F)CC1. Results: hERG_inhib (hERG inhibition (general)): blocker. (7) The molecule is CC(C)CCN1CCN(Cc2cnc(-c3ccccc3)s2)CC1CCO. Results: hERG_inhib (hERG inhibition (general)): blocker. (8) The drug is CCCn1c(N)c(C(=O)CN(C)CC(=O)Nc2cccc(F)c2)c(=O)[nH]c1=O. Results: hERG_inhib (hERG inhibition (general)): blocker. (9) The drug is O=C1CN(C(=O)CCN2CCOCC2)C(c2ccccc2)c2cc(Br)ccc2N1. Results: hERG_inhib (hERG inhibition (general)): blocker. (10) The compound is O=C(OC1CN2CCC1CC2)c1ccc([N+](=O)[O-])cc1. Results: hERG_inhib (hERG inhibition (general)): blocker.